From a dataset of NCI-60 drug combinations with 297,098 pairs across 59 cell lines. Regression. Given two drug SMILES strings and cell line genomic features, predict the synergy score measuring deviation from expected non-interaction effect. (1) Drug 1: CC1CCC2CC(C(=CC=CC=CC(CC(C(=O)C(C(C(=CC(C(=O)CC(OC(=O)C3CCCCN3C(=O)C(=O)C1(O2)O)C(C)CC4CCC(C(C4)OC)OCCO)C)C)O)OC)C)C)C)OC. Drug 2: COCCOC1=C(C=C2C(=C1)C(=NC=N2)NC3=CC=CC(=C3)C#C)OCCOC.Cl. Cell line: SF-539. Synergy scores: CSS=6.84, Synergy_ZIP=-4.20, Synergy_Bliss=-1.82, Synergy_Loewe=-6.69, Synergy_HSA=-0.688. (2) Drug 1: CC1C(C(CC(O1)OC2CC(CC3=C2C(=C4C(=C3O)C(=O)C5=C(C4=O)C(=CC=C5)OC)O)(C(=O)CO)O)N)O.Cl. Cell line: NCI-H322M. Drug 2: CCN(CC)CCCC(C)NC1=C2C=C(C=CC2=NC3=C1C=CC(=C3)Cl)OC. Synergy scores: CSS=9.26, Synergy_ZIP=-1.66, Synergy_Bliss=3.22, Synergy_Loewe=0.532, Synergy_HSA=2.16. (3) Drug 1: CC1=C2C(C(=O)C3(C(CC4C(C3C(C(C2(C)C)(CC1OC(=O)C(C(C5=CC=CC=C5)NC(=O)OC(C)(C)C)O)O)OC(=O)C6=CC=CC=C6)(CO4)OC(=O)C)OC)C)OC. Drug 2: C1CCC(C1)C(CC#N)N2C=C(C=N2)C3=C4C=CNC4=NC=N3. Cell line: KM12. Synergy scores: CSS=52.9, Synergy_ZIP=1.36, Synergy_Bliss=1.98, Synergy_Loewe=0.783, Synergy_HSA=5.83.